Dataset: Catalyst prediction with 721,799 reactions and 888 catalyst types from USPTO. Task: Predict which catalyst facilitates the given reaction. (1) Reactant: C1CCC(N=C=NC2CCCCC2)CC1.[C:16]([C:24]1[CH:34]=[CH:33][C:27](OCC(O)=O)=[CH:26][CH:25]=1)(=[O:23])[C:17]1[CH:22]=[CH:21][CH:20]=[CH:19][CH:18]=1. Product: [C:16]([C:24]1[CH:34]=[CH:33][CH:27]=[CH:26][CH:25]=1)(=[O:23])[C:17]1[CH:22]=[CH:21][CH:20]=[CH:19][CH:18]=1. The catalyst class is: 44. (2) Reactant: [F:1][C:2]([F:13])([F:12])[O:3][C:4]1[CH:11]=[CH:10][C:7]([CH:8]=[O:9])=[CH:6][CH:5]=1.[CH2:14]([Mg]Br)[CH3:15].[NH4+].[Cl-]. Product: [F:1][C:2]([F:12])([F:13])[O:3][C:4]1[CH:11]=[CH:10][C:7]([CH:8]([OH:9])[CH2:14][CH3:15])=[CH:6][CH:5]=1. The catalyst class is: 1. (3) Reactant: [CH3:1][O:2][C:3]1[CH:4]=[C:5]([CH:7]=[C:8]([O:12][CH3:13])[C:9]=1[O:10][CH3:11])N.[N+:14]([C:17]1[CH:22]=[CH:21][CH:20]=[CH:19][C:18]=1[S:23](Cl)(=[O:25])=[O:24])([O-:16])=[O:15].C([N:29](CC)CC)C. Product: [CH3:1][O:2][C:3]1[CH:4]=[C:5]([C:22]2[C:17]([N+:14]([O-:16])=[O:15])=[C:18]([S:23]([NH2:29])(=[O:25])=[O:24])[CH:19]=[CH:20][CH:21]=2)[CH:7]=[C:8]([O:12][CH3:13])[C:9]=1[O:10][CH3:11]. The catalyst class is: 4. (4) Reactant: [CH3:1][O:2][C:3]([CH2:5]P(OC)(OC)=O)=[O:4].C1CCN2C(=NCCC2)CC1.[Li+].[Cl-].[O:25]([C:32]1[CH:33]=[C:34]([CH:46]=[CH:47][CH:48]=1)[CH2:35][O:36][C:37]12[CH2:43][C:40]([CH:44]=O)([CH2:41][CH2:42]1)[CH2:39][CH2:38]2)[C:26]1[CH:31]=[CH:30][CH:29]=[CH:28][CH:27]=1. Product: [O:25]([C:32]1[CH:33]=[C:34]([CH:46]=[CH:47][CH:48]=1)[CH2:35][O:36][C:37]12[CH2:43][C:40](/[CH:44]=[CH:5]/[C:3]([O:2][CH3:1])=[O:4])([CH2:39][CH2:38]1)[CH2:41][CH2:42]2)[C:26]1[CH:27]=[CH:28][CH:29]=[CH:30][CH:31]=1. The catalyst class is: 23. (5) Reactant: C(O[BH-](OC(=O)C)OC(=O)C)(=O)C.[Na+].[CH2:15]([N:17]([CH2:21][CH3:22])[CH2:18][CH2:19][NH2:20])[CH3:16].[C:23]([C:27]1[CH:28]=[C:29]([C:36]2[CH:37]=[N:38][C:39]([C:42]([F:45])([F:44])[F:43])=[CH:40][CH:41]=2)[C:30]([OH:35])=[C:31]([CH:34]=1)[CH:32]=O)([CH3:26])([CH3:25])[CH3:24].[BH4-].[Na+].[Cl-:48].[NH4+].C(O)C. Product: [ClH:48].[ClH:48].[C:23]([C:27]1[CH:28]=[C:29]([C:36]2[CH:37]=[N:38][C:39]([C:42]([F:43])([F:44])[F:45])=[CH:40][CH:41]=2)[C:30]([OH:35])=[C:31]([CH2:32][NH:20][CH2:19][CH2:18][N:17]([CH2:21][CH3:22])[CH2:15][CH3:16])[CH:34]=1)([CH3:26])([CH3:25])[CH3:24]. The catalyst class is: 632.